Dataset: Forward reaction prediction with 1.9M reactions from USPTO patents (1976-2016). Task: Predict the product of the given reaction. (1) The product is: [N+:8]([C:5]1[CH:6]=[CH:7][C:2]([NH:30][CH2:26][CH2:27][CH2:28][CH3:29])=[C:3]([C:11]2[O:12][C:13]3[CH:19]=[CH:18][C:17]([C:20]4[CH:25]=[CH:24][CH:23]=[CH:22][CH:21]=4)=[CH:16][C:14]=3[N:15]=2)[CH:4]=1)([O-:10])=[O:9]. Given the reactants F[C:2]1[CH:7]=[CH:6][C:5]([N+:8]([O-:10])=[O:9])=[CH:4][C:3]=1[C:11]1[O:12][C:13]2[CH:19]=[CH:18][C:17]([C:20]3[CH:25]=[CH:24][CH:23]=[CH:22][CH:21]=3)=[CH:16][C:14]=2[N:15]=1.[CH2:26]([NH2:30])[CH2:27][CH2:28][CH3:29], predict the reaction product. (2) The product is: [C:16]([O:20][C:21](=[O:27])[NH:22][CH2:23][C@H:24]([OH:25])[CH2:26][NH:1][C:2]1[CH:3]=[C:4]2[C:8](=[C:9]([F:11])[CH:10]=1)[N:7]([CH:12]([CH3:13])[CH3:14])[C:6](=[O:15])[CH2:5]2)([CH3:18])([CH3:17])[CH3:19]. Given the reactants [NH2:1][C:2]1[CH:3]=[C:4]2[C:8](=[C:9]([F:11])[CH:10]=1)[N:7]([CH:12]([CH3:14])[CH3:13])[C:6](=[O:15])[CH2:5]2.[C:16]([O:20][C:21](=[O:27])[NH:22][CH2:23][C@H:24]1[CH2:26][O:25]1)([CH3:19])([CH3:18])[CH3:17].FC(F)(F)S([O-])(=O)=O.[Li+], predict the reaction product. (3) Given the reactants [CH2:1]([Li])[CH2:2][CH2:3]C.[CH3:6][N:7]1[CH2:12][CH2:11][C:10](=O)[CH2:9][CH2:8]1.[C:14]1([CH3:24])[CH:19]=[CH:18][C:17](S(O)(=O)=O)=[CH:16][CH:15]=1.[CH:25]([O-:27])=O.[NH4+:28], predict the reaction product. The product is: [NH2:28][C@@H:16]1[CH2:17][CH2:18][C:19]2[C:14](=[C:24]([CH:10]3[CH2:11][CH2:12][N:7]([CH3:6])[CH2:8][CH2:9]3)[CH:1]=[CH:2][C:3]=2[O:27][CH3:25])[CH2:15]1. (4) Given the reactants [CH3:1][O:2][C:3]([C:5]1[CH:10]=[CH:9][C:8]([C:11]2[C:12]([CH3:49])([CH3:48])[C@H:13]3[C@:26]([CH3:29])([CH2:27][CH:28]=2)[C@@H:25]2[C@:16]([CH3:47])([C@@:17]4([CH3:46])[C@H:22]([CH2:23][CH2:24]2)[C@H:21]2[C@H:30]([C:33]([CH3:35])=[CH2:34])[CH2:31][CH2:32][C@:20]2([C:36]([O:38]CC2C=CC=CC=2)=[O:37])[CH2:19][CH2:18]4)[CH2:15][CH2:14]3)=[CH:7][CH:6]=1)=[O:4].C(O)(=O)C, predict the reaction product. The product is: [CH:33]([C@H:30]1[C@@H:21]2[C@@H:22]3[C@@:17]([CH3:46])([CH2:18][CH2:19][C@@:20]2([C:36]([OH:38])=[O:37])[CH2:32][CH2:31]1)[C@@:16]1([CH3:47])[C@@H:25]([C@:26]2([CH3:29])[C@@H:13]([CH2:14][CH2:15]1)[C:12]([CH3:49])([CH3:48])[C@@H:11]([C:8]1[CH:7]=[CH:6][C:5]([C:3]([O:2][CH3:1])=[O:4])=[CH:10][CH:9]=1)[CH2:28][CH2:27]2)[CH2:24][CH2:23]3)([CH3:35])[CH3:34]. (5) Given the reactants [NH2:1][C:2]1[CH:6]=[C:5]([C:7]([CH3:10])([CH3:9])[CH3:8])[S:4][C:3]=1[C:11]([N:13]1[CH2:18][CH2:17][NH:16][C:15](=[O:19])[C:14]1([CH3:21])[CH3:20])=[O:12].[H-].[Na+].CI.[CH3:26]CCCCC.CCOC(C)=O, predict the reaction product. The product is: [NH2:1][C:2]1[CH:6]=[C:5]([C:7]([CH3:8])([CH3:9])[CH3:10])[S:4][C:3]=1[C:11]([N:13]1[CH2:18][CH2:17][N:16]([CH3:26])[C:15](=[O:19])[C:14]1([CH3:21])[CH3:20])=[O:12]. (6) Given the reactants [CH:1]1([CH:6]([C:8]2[C:16]3[C:11](=[CH:12][C:13]([C@@H:17]4[CH2:21][N:20](CC5C=CC=CC=5)[CH2:19][C@:18]4([CH2:30][OH:31])[CH3:29])=[CH:14][CH:15]=3)[NH:10][N:9]=2)[CH3:7])[CH2:5][CH2:4][CH2:3][CH2:2]1, predict the reaction product. The product is: [CH:1]1([CH:6]([C:8]2[C:16]3[C:11](=[CH:12][C:13]([C@@H:17]4[CH2:21][NH:20][CH2:19][C@:18]4([CH2:30][OH:31])[CH3:29])=[CH:14][CH:15]=3)[NH:10][N:9]=2)[CH3:7])[CH2:5][CH2:4][CH2:3][CH2:2]1. (7) Given the reactants C(N(CC)C(C)C)(C)C.[Cl:10][C:11]1[CH:36]=[CH:35][C:14]([CH2:15][NH:16][C:17]([C:19]2[C:20](=[O:34])[C:21]3[CH:31]=[C:30]([CH2:32]Cl)[S:29][C:22]=3[N:23]([CH2:25][CH2:26][O:27][CH3:28])[CH:24]=2)=[O:18])=[CH:13][CH:12]=1.[CH3:37][NH:38][CH2:39][C@H:40]([C:42]1[CH:47]=[CH:46][CH:45]=[CH:44][CH:43]=1)[OH:41], predict the reaction product. The product is: [Cl:10][C:11]1[CH:36]=[CH:35][C:14]([CH2:15][NH:16][C:17]([C:19]2[C:20](=[O:34])[C:21]3[CH:31]=[C:30]([CH2:32][N:38]([CH2:39][C@@H:40]([OH:41])[C:42]4[CH:47]=[CH:46][CH:45]=[CH:44][CH:43]=4)[CH3:37])[S:29][C:22]=3[N:23]([CH2:25][CH2:26][O:27][CH3:28])[CH:24]=2)=[O:18])=[CH:13][CH:12]=1.